This data is from Reaction yield outcomes from USPTO patents with 853,638 reactions. The task is: Predict the reaction yield, written as a fraction of the theoretical maximum amount of product (1.0 means a 100% yield; for example, 0.34 means a 34% yield). (1) The reactants are [CH3:1][C:2]1[CH:7]=[CH:6][C:5]([S:8][C:9]2[CH:10]=[C:11]([CH:15]=[CH:16][CH:17]=2)[C:12](O)=[O:13])=[C:4]([N+:18]([O-:20])=[O:19])[CH:3]=1.[NH3:21].[CH3:22]O. No catalyst specified. The product is [CH3:22][NH:21][C:12](=[O:13])[C:11]1[CH:15]=[CH:16][CH:17]=[C:9]([S:8][C:5]2[CH:6]=[CH:7][C:2]([CH3:1])=[CH:3][C:4]=2[N+:18]([O-:20])=[O:19])[CH:10]=1. The yield is 0.960. (2) The reactants are Cl[Sn]Cl.[F:4][C:5]1[CH:10]=[C:9]([CH:11]([CH3:22])[C:12]([O:14][CH2:15][C:16]2[CH:21]=[CH:20][CH:19]=[CH:18][CH:17]=2)=[O:13])[CH:8]=[CH:7][C:6]=1[C:23]1[CH:28]=[CH:27][C:26]([N+:29]([O-])=O)=[CH:25][CH:24]=1.C([O-])(O)=O.[Na+]. The catalyst is C(O)C. The product is [NH2:29][C:26]1[CH:25]=[CH:24][C:23]([C:6]2[CH:7]=[CH:8][C:9]([CH:11]([CH3:22])[C:12]([O:14][CH2:15][C:16]3[CH:17]=[CH:18][CH:19]=[CH:20][CH:21]=3)=[O:13])=[CH:10][C:5]=2[F:4])=[CH:28][CH:27]=1. The yield is 0.570. (3) The reactants are [CH3:1][O:2][C:3](=[O:35])[CH2:4][NH:5][C:6]1[CH:11]=[CH:10][C:9]([CH2:12][N:13]2[CH:17]=[C:16]([C:18]3[CH:23]=[CH:22][C:21]([Cl:24])=[CH:20][C:19]=3[Cl:25])[N:15]=[C:14]2/[CH:26]=[CH:27]/[C:28]2[CH:33]=[CH:32][C:31](Br)=[CH:30][CH:29]=2)=[CH:8][CH:7]=1.[F:36][C:37]([F:48])([F:47])[C:38]1[CH:43]=[CH:42][C:41](B(O)O)=[CH:40][CH:39]=1. No catalyst specified. The product is [CH3:1][O:2][C:3](=[O:35])[CH2:4][NH:5][C:6]1[CH:11]=[CH:10][C:9]([CH2:12][N:13]2[CH:17]=[C:16]([C:18]3[CH:23]=[CH:22][C:21]([Cl:24])=[CH:20][C:19]=3[Cl:25])[N:15]=[C:14]2/[CH:26]=[CH:27]/[C:28]2[CH:33]=[CH:32][C:31]([C:41]3[CH:42]=[CH:43][C:38]([C:37]([F:48])([F:47])[F:36])=[CH:39][CH:40]=3)=[CH:30][CH:29]=2)=[CH:8][CH:7]=1. The yield is 0.760. (4) The reactants are [F:1][C:2]([F:42])([F:41])[C:3]1[CH:4]=[C:5]([C:13]([CH3:40])([CH3:39])[C:14]([N:16]([C:18]2[C:19]([C:31]3[CH:36]=[CH:35][C:34]([F:37])=[CH:33][C:32]=3[CH3:38])=[CH:20][C:21]([N:24]3[CH2:29][CH2:28][C:27](=[O:30])[CH2:26][CH2:25]3)=[N:22][CH:23]=2)[CH3:17])=[O:15])[CH:6]=[C:7]([C:9]([F:12])([F:11])[F:10])[CH:8]=1.[SH:43][CH2:44][CH2:45]O.B(F)(F)F.CCOCC. The catalyst is ClCCl. The product is [F:42][C:2]([F:1])([F:41])[C:3]1[CH:4]=[C:5]([C:13]([CH3:39])([CH3:40])[C:14]([N:16]([C:18]2[CH:23]=[N:22][C:21]([N:24]3[CH2:29][CH2:28][C:27]4([O:30][CH2:45][CH2:44][S:43]4)[CH2:26][CH2:25]3)=[CH:20][C:19]=2[C:31]2[CH:36]=[CH:35][C:34]([F:37])=[CH:33][C:32]=2[CH3:38])[CH3:17])=[O:15])[CH:6]=[C:7]([C:9]([F:11])([F:10])[F:12])[CH:8]=1. The yield is 0.980.